From a dataset of Forward reaction prediction with 1.9M reactions from USPTO patents (1976-2016). Predict the product of the given reaction. (1) Given the reactants Br[C:2]1[S:6][C:5]([CH2:7][NH:8][CH2:9][CH:10]([CH3:12])[CH3:11])=[CH:4][CH:3]=1.[CH3:13][S:14]([C:17]1[CH:18]=[C:19](B(O)O)[CH:20]=[CH:21][CH:22]=1)(=[O:16])=[O:15].C([O-])([O-])=O.[Na+].[Na+], predict the reaction product. The product is: [CH2:9]([NH:8][CH2:7][C:5]1[S:6][C:2]([C:21]2[CH:20]=[CH:19][CH:18]=[C:17]([S:14]([CH3:13])(=[O:16])=[O:15])[CH:22]=2)=[CH:3][CH:4]=1)[CH:10]([CH3:12])[CH3:11]. (2) Given the reactants Br[C:2]1[CH:7]=[CH:6][C:5]([C:8]2([OH:12])[CH2:11][CH2:10][CH2:9]2)=[CH:4][C:3]=1[F:13].[CH3:14][C:15]1([CH3:29])[CH2:20][O:19][B:18]([B:18]2[O:19][CH2:20][C:15]([CH3:29])([CH3:14])[CH2:16][O:17]2)[O:17][CH2:16]1.C([O-])(=O)C.[K+], predict the reaction product. The product is: [CH3:14][C:15]1([CH3:29])[CH2:20][O:19][B:18]([C:2]2[CH:7]=[CH:6][C:5]([C:8]3([OH:12])[CH2:11][CH2:10][CH2:9]3)=[CH:4][C:3]=2[F:13])[O:17][CH2:16]1. (3) Given the reactants [CH:1]1([C:4]2[N:9]=[C:8]([C:10]3[C:18]4[C:13](=[CH:14][CH:15]=[C:16]([C:19]([OH:21])=O)[CH:17]=4)[NH:12][CH:11]=3)[CH:7]=[N:6][CH:5]=2)[CH2:3][CH2:2]1.[C:22]1([NH:28][C:29](=[O:32])[NH:30][NH2:31])[CH:27]=[CH:26][CH:25]=[CH:24][CH:23]=1.C(Cl)CCl.C1C=CC2N(O)N=NC=2C=1.CCN(C(C)C)C(C)C, predict the reaction product. The product is: [CH:1]1([C:4]2[N:9]=[C:8]([C:10]3[C:18]4[C:13](=[CH:14][CH:15]=[C:16]([C:19]([NH:31][NH:30][C:29]([NH:28][C:22]5[CH:23]=[CH:24][CH:25]=[CH:26][CH:27]=5)=[O:32])=[O:21])[CH:17]=4)[NH:12][CH:11]=3)[CH:7]=[N:6][CH:5]=2)[CH2:2][CH2:3]1.